Dataset: Catalyst prediction with 721,799 reactions and 888 catalyst types from USPTO. Task: Predict which catalyst facilitates the given reaction. (1) Product: [CH:8]([N:11]=[C:3]([CH3:4])[C:2]([CH3:7])([OH:1])[CH3:6])([CH3:10])[CH3:9]. The catalyst class is: 48. Reactant: [OH:1][C:2]([CH3:7])([CH3:6])[C:3](=O)[CH3:4].[CH:8]([NH2:11])([CH3:10])[CH3:9]. (2) Reactant: [NH2:1][C:2]1[CH:7]=[CH:6][C:5]([N:8]([CH2:11][CH3:12])[CH2:9][CH3:10])=[CH:4][C:3]=1[C:13]1[CH:14]=[C:15]([CH:29]=[CH:30][N:31]=1)[C:16]([NH:18][C@@H:19]1[C:28]2[C:23](=[CH:24][CH:25]=[CH:26][CH:27]=2)[CH2:22][CH2:21][CH2:20]1)=[O:17].[C:32]([O:36][C:37]([C:39]1[CH:40]=[C:41]([CH:45]=[CH:46][CH:47]=1)[C:42](O)=[O:43])=[O:38])([CH3:35])([CH3:34])[CH3:33].CCN(C(C)C)C(C)C.CN(C(ON1N=NC2C=CC=NC1=2)=[N+](C)C)C.F[P-](F)(F)(F)(F)F. Product: [CH2:9]([N:8]([CH2:11][CH3:12])[C:5]1[CH:6]=[CH:7][C:2]([NH:1][C:42]([C:41]2[CH:40]=[C:39]([CH:47]=[CH:46][CH:45]=2)[C:37]([O:36][C:32]([CH3:34])([CH3:35])[CH3:33])=[O:38])=[O:43])=[C:3]([C:13]2[CH:14]=[C:15]([C:16](=[O:17])[NH:18][C@@H:19]3[C:28]4[C:23](=[CH:24][CH:25]=[CH:26][CH:27]=4)[CH2:22][CH2:21][CH2:20]3)[CH:29]=[CH:30][N:31]=2)[CH:4]=1)[CH3:10]. The catalyst class is: 39.